This data is from Reaction yield outcomes from USPTO patents with 853,638 reactions. The task is: Predict the reaction yield, written as a fraction of the theoretical maximum amount of product (1.0 means a 100% yield; for example, 0.34 means a 34% yield). (1) The reactants are COC1C=C(OC)C=CC=1C[NH:6][C:7]1[CH:8]=[CH:9][C:10]2[N:11]([C:13]([CH2:20][N:21]3[CH2:25][CH:24]([CH2:26][CH2:27][CH3:28])[CH2:23][C:22]3=[O:29])=[C:14]([C:16]([F:19])([F:18])[F:17])[N:15]=2)[N:12]=1. The catalyst is FC(F)(F)C(O)=O. The product is [NH2:6][C:7]1[CH:8]=[CH:9][C:10]2[N:11]([C:13]([CH2:20][N:21]3[CH2:25][CH:24]([CH2:26][CH2:27][CH3:28])[CH2:23][C:22]3=[O:29])=[C:14]([C:16]([F:18])([F:17])[F:19])[N:15]=2)[N:12]=1. The yield is 0.110. (2) The reactants are C([O:8][N:9]1[C:15](=[O:16])[N:14]2[CH2:17][C@H:10]1[CH2:11][CH2:12][C@H:13]2[C:18]([NH:20][O:21][CH:22]1[CH2:27][CH2:26][N:25]([C:28]([O:30][C:31]([CH3:34])([CH3:33])[CH3:32])=[O:29])[CH2:24][CH2:23]1)=[O:19])C1C=CC=CC=1.[H][H]. The catalyst is CO.[Pd]. The product is [OH:8][N:9]1[C:15](=[O:16])[N:14]2[CH2:17][C@H:10]1[CH2:11][CH2:12][C@H:13]2[C:18]([NH:20][O:21][CH:22]1[CH2:27][CH2:26][N:25]([C:28]([O:30][C:31]([CH3:34])([CH3:33])[CH3:32])=[O:29])[CH2:24][CH2:23]1)=[O:19]. The yield is 0.980.